This data is from Catalyst prediction with 721,799 reactions and 888 catalyst types from USPTO. The task is: Predict which catalyst facilitates the given reaction. Reactant: [CH3:1][S:2]([N:5]1[CH2:10][CH2:9][CH:8]([OH:11])[CH2:7][CH2:6]1)(=[O:4])=[O:3].[H-].[Na+].F[C:15]1[CH:20]=[CH:19][C:18]([S:21]([N:24]([C:29]2[CH:34]=[CH:33][C:32]([F:35])=[CH:31][CH:30]=2)[CH2:25][CH:26]([CH3:28])[CH3:27])(=[O:23])=[O:22])=[CH:17][CH:16]=1. Product: [F:35][C:32]1[CH:31]=[CH:30][C:29]([N:24]([CH2:25][CH:26]([CH3:28])[CH3:27])[S:21]([C:18]2[CH:19]=[CH:20][C:15]([O:11][CH:8]3[CH2:7][CH2:6][N:5]([S:2]([CH3:1])(=[O:4])=[O:3])[CH2:10][CH2:9]3)=[CH:16][CH:17]=2)(=[O:23])=[O:22])=[CH:34][CH:33]=1. The catalyst class is: 6.